Dataset: Forward reaction prediction with 1.9M reactions from USPTO patents (1976-2016). Task: Predict the product of the given reaction. (1) Given the reactants Br[C:2]1[S:3][C:4]2[CH2:10][CH2:9][CH2:8][C:7](=[O:11])[C:5]=2[CH:6]=1.[N:12]1[CH:17]=[CH:16][C:15](B(O)O)=[CH:14][CH:13]=1.C(=O)([O-])[O-].[Cs+].[Cs+].ClCCl, predict the reaction product. The product is: [N:12]1[CH:17]=[CH:16][C:15]([C:2]2[S:3][C:4]3[CH2:10][CH2:9][CH2:8][C:7](=[O:11])[C:5]=3[CH:6]=2)=[CH:14][CH:13]=1. (2) Given the reactants C[O:2][C:3]([C:5]1[CH:6]=[C:7]([C:21]2[CH:26]=[CH:25][C:24]([CH3:27])=[CH:23][CH:22]=2)[CH:8]=[C:9]([N:11]2[C:19]3[C:14](=[CH:15][CH:16]=[CH:17][CH:18]=3)[CH2:13][C:12]2=[O:20])[CH:10]=1)=[O:4].O.[OH-].[Na+].Cl, predict the reaction product. The product is: [CH3:27][C:24]1[CH:25]=[CH:26][C:21]([C:7]2[CH:8]=[C:9]([N:11]3[C:19]4[C:14](=[CH:15][CH:16]=[CH:17][CH:18]=4)[CH2:13][C:12]3=[O:20])[CH:10]=[C:5]([C:3]([OH:4])=[O:2])[CH:6]=2)=[CH:22][CH:23]=1.